From a dataset of Reaction yield outcomes from USPTO patents with 853,638 reactions. Predict the reaction yield, written as a fraction of the theoretical maximum amount of product (1.0 means a 100% yield; for example, 0.34 means a 34% yield). (1) The reactants are [NH2:1][C:2]1[CH:10]=[C:9]([O:11][CH2:12][C:13]2[CH:18]=[CH:17][CH:16]=[CH:15][CH:14]=2)[CH:8]=[CH:7][C:3]=1[C:4]([NH2:6])=[O:5].[F:19][C:20]1[CH:25]=[CH:24][C:23]([CH:26]2[O:30]C(=O)[O:28][C:27]2=O)=[CH:22][CH:21]=1. The catalyst is C1COCC1. The product is [CH2:12]([O:11][C:9]1[CH:8]=[CH:7][C:3]([C:4]([NH2:6])=[O:5])=[C:2]([NH:1][C:27](=[O:28])[CH:26]([C:23]2[CH:24]=[CH:25][C:20]([F:19])=[CH:21][CH:22]=2)[OH:30])[CH:10]=1)[C:13]1[CH:18]=[CH:17][CH:16]=[CH:15][CH:14]=1. The yield is 0.640. (2) The reactants are [CH2:1]([C:15]1[CH:21]=[CH:20][C:18]([NH2:19])=[CH:17][CH:16]=1)[CH2:2][CH2:3][CH2:4][CH2:5][CH2:6][CH2:7][CH2:8][CH2:9][CH2:10][CH2:11][CH2:12][CH2:13][CH3:14].[F:22][B-:23]([F:26])([F:25])[F:24].[N:27]#[O+].[K+].[Br-]. The catalyst is C(#N)C.C(Cl)Cl. The product is [F:22][B-:23]([F:26])([F:25])[F:24].[CH2:1]([C:15]1[CH:16]=[CH:17][C:18]([N+:19]#[N:27])=[CH:20][CH:21]=1)[CH2:2][CH2:3][CH2:4][CH2:5][CH2:6][CH2:7][CH2:8][CH2:9][CH2:10][CH2:11][CH2:12][CH2:13][CH3:14]. The yield is 0.690. (3) The reactants are [O:1]1[CH:5]=[CH:4][CH:3]=[C:2]1[C:6](=[O:12])[C:7]([O:9][CH2:10][CH3:11])=[O:8].[BH4-].[Na+].C(O)(=O)C. The catalyst is C(O)C.O. The product is [O:1]1[CH:5]=[CH:4][CH:3]=[C:2]1[CH:6]([OH:12])[C:7]([O:9][CH2:10][CH3:11])=[O:8]. The yield is 0.710. (4) The reactants are Cl[C:2]1[N:3]=[CH:4][C:5]2[C:10]([C:11]([NH:13][CH2:14][C:15]3[C:16]([OH:23])=[N:17][C:18]([CH3:22])=[CH:19][C:20]=3[CH3:21])=[O:12])=[C:9]([CH3:24])[N:8]([C@@H:25]([C:27]3[CH:32]=[CH:31][CH:30]=[CH:29][CH:28]=3)[CH3:26])[C:6]=2[N:7]=1. The catalyst is CO.[C].[Pd]. The product is [OH:23][C:16]1[C:15]([CH2:14][NH:13][C:11]([C:10]2[C:5]3[CH:4]=[N:3][CH:2]=[N:7][C:6]=3[N:8]([C@@H:25]([C:27]3[CH:32]=[CH:31][CH:30]=[CH:29][CH:28]=3)[CH3:26])[C:9]=2[CH3:24])=[O:12])=[C:20]([CH3:21])[CH:19]=[C:18]([CH3:22])[N:17]=1. The yield is 0.720. (5) The reactants are [N+:1]([C:4]1[CH:12]=[CH:11][C:7]([C:8]([OH:10])=O)=[C:6]([C:13]([F:16])([F:15])[F:14])[CH:5]=1)([O-])=O.ClCCl.C(Cl)(=O)C(Cl)=O.[CH3:26][N:27]1[CH2:32][CH2:31][NH:30][CH2:29][CH2:28]1. The catalyst is [C].[Pd].CO.CN(C)C=O. The product is [CH3:26][N:27]1[CH2:32][CH2:31][N:30]([C:8]([C:7]2[CH:11]=[CH:12][C:4]([NH2:1])=[CH:5][C:6]=2[C:13]([F:16])([F:15])[F:14])=[O:10])[CH2:29][CH2:28]1. The yield is 0.840. (6) The reactants are [CH2:1]([C:3]1[O:7][C:6]([NH2:8])=[N:5][N:4]=1)[CH3:2].N1C=CC=CC=1.Cl[C:16]([O:18][CH2:19][C:20]([Cl:23])([Cl:22])[Cl:21])=[O:17].O. The catalyst is O1CCCC1. The product is [CH2:1]([C:3]1[O:7][C:6]([NH:8][C:16](=[O:17])[O:18][CH2:19][C:20]([Cl:23])([Cl:22])[Cl:21])=[N:5][N:4]=1)[CH3:2]. The yield is 0.299.